Task: Predict the reaction yield, written as a fraction of the theoretical maximum amount of product (1.0 means a 100% yield; for example, 0.34 means a 34% yield).. Dataset: Reaction yield outcomes from USPTO patents with 853,638 reactions (1) The reactants are [Br:1][C:2]1[CH:7]=[CH:6][C:5]([NH:8][C:9](=[O:13])[CH2:10][CH2:11]Cl)=[CH:4][C:3]=1[Cl:14].[Cl-].[Al+3].[Cl-].[Cl-]. No catalyst specified. The product is [Br:1][C:2]1[CH:7]=[C:6]2[C:5](=[CH:4][C:3]=1[Cl:14])[NH:8][C:9](=[O:13])[CH2:10][CH2:11]2. The yield is 0.500. (2) The reactants are [CH2:1]([C:5]1[N:10]2[N:11]=[CH:12][N:13]=[C:9]2[N:8]([CH:14]2[CH2:23][CH2:22][C:17]3(OCC[O:18]3)[CH2:16][CH2:15]2)[C:7](=[O:24])[C:6]=1[CH2:25][C:26]1[CH:31]=[CH:30][C:29]([C:32]2[C:33]([C:38]#[N:39])=[CH:34][CH:35]=[CH:36][CH:37]=2)=[CH:28][C:27]=1[F:40])[CH2:2][CH2:3][CH3:4].Cl.[OH-].[Na+]. The catalyst is O1CCCC1. The product is [CH2:1]([C:5]1[N:10]2[N:11]=[CH:12][N:13]=[C:9]2[N:8]([CH:14]2[CH2:23][CH2:22][C:17](=[O:18])[CH2:16][CH2:15]2)[C:7](=[O:24])[C:6]=1[CH2:25][C:26]1[CH:31]=[CH:30][C:29]([C:32]2[C:33]([C:38]#[N:39])=[CH:34][CH:35]=[CH:36][CH:37]=2)=[CH:28][C:27]=1[F:40])[CH2:2][CH2:3][CH3:4]. The yield is 0.990.